Dataset: Reaction yield outcomes from USPTO patents with 853,638 reactions. Task: Predict the reaction yield, written as a fraction of the theoretical maximum amount of product (1.0 means a 100% yield; for example, 0.34 means a 34% yield). (1) The reactants are Cl[C:2]1[N:7]=[CH:6][N:5]=[C:4]([NH:8][C:9]2[CH:14]=[CH:13][CH:12]=[C:11]([CH2:15][N:16]3[C:24]4[C:19](=[CH:20][CH:21]=[CH:22][CH:23]=4)[CH:18]=[CH:17]3)[CH:10]=2)[CH:3]=1.[CH3:25][O:26][C:27]1[CH:32]=[CH:31][CH:30]=[CH:29][C:28]=1B(O)O.C([O-])([O-])=O.[Na+].[Na+].O. The catalyst is C(COC)OC. The product is [N:16]1([CH2:15][C:11]2[CH:10]=[C:9]([NH:8][C:4]3[CH:3]=[C:2]([C:28]4[CH:29]=[CH:30][CH:31]=[CH:32][C:27]=4[O:26][CH3:25])[N:7]=[CH:6][N:5]=3)[CH:14]=[CH:13][CH:12]=2)[C:24]2[C:19](=[CH:20][CH:21]=[CH:22][CH:23]=2)[CH:18]=[CH:17]1. The yield is 0.320. (2) The catalyst is C(O)C. The product is [Cl:16][C:13]1[CH:12]=[C:3]2[C:2](=[CH:15][CH:14]=1)[N:1]=[C:19]([CH2:18][Cl:17])[C:20]([C:21]([O:23][CH2:24][CH3:25])=[O:22])=[C:4]2[C:6]1[CH:11]=[CH:10][CH:9]=[CH:8][CH:7]=1. The yield is 0.930. The reactants are [NH2:1][C:2]1[CH:15]=[CH:14][C:13]([Cl:16])=[CH:12][C:3]=1[C:4]([C:6]1[CH:11]=[CH:10][CH:9]=[CH:8][CH:7]=1)=O.[Cl:17][CH2:18][C:19](=O)[CH2:20][C:21]([O:23][CH2:24][CH3:25])=[O:22].[O-]S(C(F)(F)F)(=O)=O.[Yb+3].[O-]S(C(F)(F)F)(=O)=O.[O-]S(C(F)(F)F)(=O)=O. (3) The product is [O:9]1[CH:13]=[CH:12][CH:11]=[C:10]1[C:14]([NH:15][C:16]1([C:17]([NH:1][C@H:2]([C:6]([OH:8])=[O:7])[CH:3]([CH3:5])[CH3:4])=[O:19])[CH2:24][CH2:23][CH2:22][CH2:21][CH2:20]1)=[O:18]. The catalyst is CN1CCOCC1. The yield is 0.125. The reactants are [NH2:1][C@H:2]([C:6]([OH:8])=[O:7])[CH:3]([CH3:5])[CH3:4].[O:9]1[CH:13]=[CH:12][CH:11]=[C:10]1[C:14]1[O:18][C:17](=[O:19])[C:16]2([CH2:24][CH2:23][CH2:22][CH2:21][CH2:20]2)[N:15]=1. (4) The reactants are [Cl:1][C:2]1[CH:3]=[C:4]([CH:25]=[CH:26][CH:27]=1)[CH2:5][N:6]1[C:14]2[CH:13]=[CH:12][C:11](=[O:15])[N:10]([C:16]3[CH:21]=[CH:20][CH:19]=[CH:18][CH:17]=3)[C:9]=2[CH:8]=[C:7]1[C:22]([NH2:24])=O.N1C=CC=CC=1.C(OC(C(F)(F)F)=O)(C(F)(F)F)=O.CCO. The catalyst is C(Cl)Cl. The product is [Cl:1][C:2]1[CH:3]=[C:4]([CH:25]=[CH:26][CH:27]=1)[CH2:5][N:6]1[C:14]2[CH:13]=[CH:12][C:11](=[O:15])[N:10]([C:16]3[CH:21]=[CH:20][CH:19]=[CH:18][CH:17]=3)[C:9]=2[CH:8]=[C:7]1[C:22]#[N:24]. The yield is 0.920. (5) The product is [CH:1]1([C:4]2[N:5]([CH2:27][CH3:28])[C:6]3[C:11]([N:12]=2)=[C:10]([N:13]2[CH2:18][CH2:17][O:16][CH2:15][C@@H:14]2[CH3:19])[N:9]=[C:8]([C:20]2[CH:21]=[CH:22][C:23]([NH:24][C:37]([NH:52][CH:50]4[CH2:51][O:48][CH2:49]4)=[O:39])=[CH:25][CH:26]=2)[N:7]=3)[CH2:2][CH2:3]1. The reactants are [CH:1]1([C:4]2[N:5]([CH2:27][CH3:28])[C:6]3[C:11]([N:12]=2)=[C:10]([N:13]2[CH2:18][CH2:17][O:16][CH2:15][C@@H:14]2[CH3:19])[N:9]=[C:8]([C:20]2[CH:26]=[CH:25][C:23]([NH2:24])=[CH:22][CH:21]=2)[N:7]=3)[CH2:3][CH2:2]1.C(N(CC)CC)C.Cl[C:37](Cl)([O:39]C(=O)OC(Cl)(Cl)Cl)Cl.[O:48]1[CH2:51][CH:50]([NH2:52])[CH2:49]1. The catalyst is ClCCCl.C(OCC)(=O)C. The yield is 0.465. (6) The reactants are [NH2:1][C:2]1[N:7]=[C:6]2[O:8][C:9]3[C:14]([CH2:15][C:5]2=[C:4]([NH2:19])[C:3]=1[C:20]#[N:21])=[CH:13][C:12]([N+:16]([O-])=O)=[CH:11][CH:10]=3. The catalyst is [Pd].CN(C=O)C. The product is [NH2:1][C:2]1[N:7]=[C:6]2[O:8][C:9]3[C:14]([CH2:15][C:5]2=[C:4]([NH2:19])[C:3]=1[C:20]#[N:21])=[CH:13][C:12]([NH2:16])=[CH:11][CH:10]=3. The yield is 0.790. (7) The reactants are [N:1]1([CH2:7][CH2:8][O:9][C:10]2[CH:19]=[CH:18][C:13]3[N:14]=[C:15]([NH2:17])[S:16][C:12]=3[CH:11]=2)[CH2:6][CH2:5][O:4][CH2:3][CH2:2]1.[CH:20]([C:22]1[CH:31]=[CH:30][C:25]([C:26]([O:28][CH3:29])=[O:27])=[CH:24][CH:23]=1)=O.C([Sn](Cl)(Cl)CCCC)CCC.C1([SiH3])C=CC=CC=1. The catalyst is C(OCC)(=O)C.C1COCC1. The product is [CH3:29][O:28][C:26](=[O:27])[C:25]1[CH:30]=[CH:31][C:22]([CH2:20][NH:17][C:15]2[S:16][C:12]3[CH:11]=[C:10]([O:9][CH2:8][CH2:7][N:1]4[CH2:6][CH2:5][O:4][CH2:3][CH2:2]4)[CH:19]=[CH:18][C:13]=3[N:14]=2)=[CH:23][CH:24]=1. The yield is 0.420.